From a dataset of Full USPTO retrosynthesis dataset with 1.9M reactions from patents (1976-2016). Predict the reactants needed to synthesize the given product. Given the product [CH2:17]([O:14][C:4]1[C:5]2[O:6][C:7]3[CH:13]=[CH:12][CH:11]=[CH:10][C:8]=3[C:9]=2[CH:1]=[CH:2][CH:3]=1)[CH3:18], predict the reactants needed to synthesize it. The reactants are: [CH:1]1[C:9]2[C:8]3[CH:10]=[CH:11][CH:12]=[CH:13][C:7]=3[O:6][C:5]=2[C:4]([OH:14])=[CH:3][CH:2]=1.[H-].[Na+].[CH2:17](I)[CH3:18].